Dataset: NCI-60 drug combinations with 297,098 pairs across 59 cell lines. Task: Regression. Given two drug SMILES strings and cell line genomic features, predict the synergy score measuring deviation from expected non-interaction effect. (1) Drug 1: CC1=C(C=C(C=C1)NC(=O)C2=CC=C(C=C2)CN3CCN(CC3)C)NC4=NC=CC(=N4)C5=CN=CC=C5. Drug 2: CCCCC(=O)OCC(=O)C1(CC(C2=C(C1)C(=C3C(=C2O)C(=O)C4=C(C3=O)C=CC=C4OC)O)OC5CC(C(C(O5)C)O)NC(=O)C(F)(F)F)O. Cell line: DU-145. Synergy scores: CSS=62.0, Synergy_ZIP=8.71, Synergy_Bliss=5.57, Synergy_Loewe=-9.13, Synergy_HSA=5.06. (2) Drug 1: C1=CC(=CC=C1CCC2=CNC3=C2C(=O)NC(=N3)N)C(=O)NC(CCC(=O)O)C(=O)O. Drug 2: C1=C(C(=O)NC(=O)N1)F. Cell line: M14. Synergy scores: CSS=32.4, Synergy_ZIP=-12.0, Synergy_Bliss=-12.2, Synergy_Loewe=-3.08, Synergy_HSA=-2.17. (3) Drug 1: CC1CCC2CC(C(=CC=CC=CC(CC(C(=O)C(C(C(=CC(C(=O)CC(OC(=O)C3CCCCN3C(=O)C(=O)C1(O2)O)C(C)CC4CCC(C(C4)OC)O)C)C)O)OC)C)C)C)OC. Drug 2: CCC1(CC2CC(C3=C(CCN(C2)C1)C4=CC=CC=C4N3)(C5=C(C=C6C(=C5)C78CCN9C7C(C=CC9)(C(C(C8N6C)(C(=O)OC)O)OC(=O)C)CC)OC)C(=O)OC)O.OS(=O)(=O)O. Cell line: HCC-2998. Synergy scores: CSS=-0.702, Synergy_ZIP=2.24, Synergy_Bliss=-2.42, Synergy_Loewe=-2.91, Synergy_HSA=-5.32. (4) Drug 1: C1=CC=C(C=C1)NC(=O)CCCCCCC(=O)NO. Drug 2: CC1C(C(CC(O1)OC2CC(OC(C2O)C)OC3=CC4=CC5=C(C(=O)C(C(C5)C(C(=O)C(C(C)O)O)OC)OC6CC(C(C(O6)C)O)OC7CC(C(C(O7)C)O)OC8CC(C(C(O8)C)O)(C)O)C(=C4C(=C3C)O)O)O)O. Cell line: HT29. Synergy scores: CSS=65.9, Synergy_ZIP=-4.22, Synergy_Bliss=-4.13, Synergy_Loewe=-4.65, Synergy_HSA=-4.10. (5) Drug 1: CC1=C2C(C(=O)C3(C(CC4C(C3C(C(C2(C)C)(CC1OC(=O)C(C(C5=CC=CC=C5)NC(=O)C6=CC=CC=C6)O)O)OC(=O)C7=CC=CC=C7)(CO4)OC(=O)C)O)C)OC(=O)C. Drug 2: C1=CC=C(C=C1)NC(=O)CCCCCCC(=O)NO. Cell line: SW-620. Synergy scores: CSS=61.6, Synergy_ZIP=2.51, Synergy_Bliss=2.71, Synergy_Loewe=-2.41, Synergy_HSA=3.15. (6) Drug 1: CN(C)C1=NC(=NC(=N1)N(C)C)N(C)C. Drug 2: C1C(C(OC1N2C=NC(=NC2=O)N)CO)O. Cell line: TK-10. Synergy scores: CSS=0.394, Synergy_ZIP=-0.193, Synergy_Bliss=1.09, Synergy_Loewe=-10.5, Synergy_HSA=-3.30. (7) Drug 1: CC(CN1CC(=O)NC(=O)C1)N2CC(=O)NC(=O)C2. Drug 2: C1=C(C(=O)NC(=O)N1)F. Cell line: OVCAR-5. Synergy scores: CSS=50.9, Synergy_ZIP=1.43, Synergy_Bliss=4.65, Synergy_Loewe=4.58, Synergy_HSA=8.95.